Dataset: Reaction yield outcomes from USPTO patents with 853,638 reactions. Task: Predict the reaction yield, written as a fraction of the theoretical maximum amount of product (1.0 means a 100% yield; for example, 0.34 means a 34% yield). (1) The reactants are Cl[C:2]1[CH:3]=[C:4]([CH:41]=[CH:42][C:43]=1F)[C:5]1[C:10]([C:11]2[CH:20]=[CH:19][C:18]3[C:13](=[CH:14][CH:15]=[C:16]([C:21]4[N:25]([CH:26]5[CH2:31][CH2:30][CH2:29][CH2:28][CH2:27]5)[C:24]5[CH:32]=[CH:33][C:34]([C:36]([OH:38])=[O:37])=[CH:35][C:23]=5[N:22]=4)[CH:17]=3)[N:12]=2)=[CH:9][C:8]([O:39][CH3:40])=[CH:7][CH:6]=1.[CH3:45]OC(C1C=CC2N(C3CCCCC3)C(C3C=C4C(=CC=3)N=C(C3C=C(OC)C=CC=3Br)C=C4)=NC=2C=1)=O.C1(C)C=CC=C(B(O)O)C=1. No catalyst specified. The product is [CH:26]1([N:25]2[C:24]3[CH:32]=[CH:33][C:34]([C:36]([OH:38])=[O:37])=[CH:35][C:23]=3[N:22]=[C:21]2[C:16]2[CH:17]=[C:18]3[C:13](=[CH:14][CH:15]=2)[N:12]=[C:11]([C:10]2[C:5]([C:4]4[CH:41]=[CH:42][CH:43]=[C:2]([CH3:45])[CH:3]=4)=[CH:6][CH:7]=[C:8]([O:39][CH3:40])[CH:9]=2)[CH:20]=[CH:19]3)[CH2:31][CH2:30][CH2:29][CH2:28][CH2:27]1. The yield is 0.270. (2) The reactants are C[O:2][C:3]([C:5]1[CH:14]=[C:13]([O:15][CH2:16][C:17](=[O:29])[NH:18][C:19]2[CH:24]=[CH:23][CH:22]=[CH:21][C:20]=2[C:25]([O:27]C)=[O:26])[C:12]2[C:7](=[CH:8][C:9]([Cl:31])=[CH:10][C:11]=2[Cl:30])[CH:6]=1)=[O:4].[Li+].[OH-].Cl. The catalyst is C1COCC1.O.O. The product is [C:25]([C:20]1[CH:21]=[CH:22][CH:23]=[CH:24][C:19]=1[NH:18][C:17]([CH2:16][O:15][C:13]1[C:12]2[C:7](=[CH:8][C:9]([Cl:31])=[CH:10][C:11]=2[Cl:30])[CH:6]=[C:5]([C:3]([OH:4])=[O:2])[CH:14]=1)=[O:29])([OH:27])=[O:26]. The yield is 0.820. (3) The reactants are [CH:1]1[C:22]2[C:5](=[CH:6][C:7]3[C:8](=[O:24])[C:9]4[C:18]([C:19](=[O:23])[C:20]=3[CH:21]=2)=[CH:17][C:16]2[C:11](=[CH:12][CH:13]=[CH:14][CH:15]=2)[CH:10]=4)[CH:4]=[CH:3][CH:2]=1.[BH4-].[Na+]. The catalyst is CO. The product is [OH:23][C@H:19]1[C:18]2[C:9](=[CH:10][C:11]3[C:16]([CH:17]=2)=[CH:15][CH:14]=[CH:13][CH:12]=3)[C@H:8]([OH:24])[C:7]2[CH:6]=[C:5]3[C:22]([CH:1]=[CH:2][CH:3]=[CH:4]3)=[CH:21][C:20]1=2. The yield is 0.910. (4) The reactants are Cl[C:2]1[N:10]=[C:9]([S:11][CH2:12][C:13]2[CH:18]=[CH:17][C:16]([O:19][CH3:20])=[C:15]([N+:21]([O-:23])=[O:22])[CH:14]=2)[N:8]=[C:7]2[C:3]=1[N:4]=[CH:5][N:6]2[CH3:24].C(N(CC)CC)C.Cl.[CH2:33]([O:35][CH:36]1[O:41][CH2:40][CH2:39][NH:38][CH2:37]1)[CH3:34]. The catalyst is O1CCCC1. The product is [CH2:33]([O:35][CH:36]1[CH2:37][N:38]([C:2]2[N:10]=[C:9]([S:11][CH2:12][C:13]3[CH:18]=[CH:17][C:16]([O:19][CH3:20])=[C:15]([N+:21]([O-:23])=[O:22])[CH:14]=3)[N:8]=[C:7]3[C:3]=2[N:4]=[CH:5][N:6]3[CH3:24])[CH2:39][CH2:40][O:41]1)[CH3:34]. The yield is 0.690.